From a dataset of Full USPTO retrosynthesis dataset with 1.9M reactions from patents (1976-2016). Predict the reactants needed to synthesize the given product. (1) Given the product [CH3:1][C:2]1([CH3:20])[CH2:18][C:6]2[C:7]([C:16]#[C:17][C:22]3[CH:27]=[CH:26][C:25]([OH:28])=[CH:24][CH:23]=3)=[C:8]([N:10]3[CH2:15][CH2:14][O:13][CH2:12][CH2:11]3)[S:9][C:5]=2[C:4](=[O:19])[CH2:3]1, predict the reactants needed to synthesize it. The reactants are: [CH3:1][C:2]1([CH3:20])[CH2:18][C:6]2[C:7]([C:16]#[CH:17])=[C:8]([N:10]3[CH2:15][CH2:14][O:13][CH2:12][CH2:11]3)[S:9][C:5]=2[C:4](=[O:19])[CH2:3]1.I[C:22]1[CH:27]=[CH:26][C:25]([OH:28])=[CH:24][CH:23]=1. (2) Given the product [Br:1][C:2]1[CH:3]=[CH:4][C:5]([CH2:8][C:9]([NH:38][CH2:37][CH2:36][C:35]2[CH:39]=[CH:40][C:41]([O:42][CH3:43])=[C:33]([O:32][CH3:31])[CH:34]=2)=[O:11])=[CH:6][CH:7]=1, predict the reactants needed to synthesize it. The reactants are: [Br:1][C:2]1[CH:7]=[CH:6][C:5]([CH2:8][C:9]([OH:11])=O)=[CH:4][CH:3]=1.C(Cl)(=O)C(Cl)=O.BrC1C=CC(CC(Cl)=O)=CC=1.[OH-].[Na+].[CH3:31][O:32][C:33]1[CH:34]=[C:35]([CH:39]=[CH:40][C:41]=1[O:42][CH3:43])[CH2:36][CH2:37][NH2:38]. (3) Given the product [CH3:26][O:27][C:28]1[C:33]([NH:34][C:2]2[N:10]=[C:9]3[C:5]([N:6]([CH2:18][O:19][CH2:20][CH2:21][Si:22]([CH3:25])([CH3:24])[CH3:23])[C:7](=[O:17])[N:8]3[CH:11]3[CH2:16][CH2:15][O:14][CH2:13][CH2:12]3)=[CH:4][N:3]=2)=[CH:32][CH:31]=[CH:30][N:29]=1, predict the reactants needed to synthesize it. The reactants are: Cl[C:2]1[N:10]=[C:9]2[C:5]([N:6]([CH2:18][O:19][CH2:20][CH2:21][Si:22]([CH3:25])([CH3:24])[CH3:23])[C:7](=[O:17])[N:8]2[CH:11]2[CH2:16][CH2:15][O:14][CH2:13][CH2:12]2)=[CH:4][N:3]=1.[CH3:26][O:27][C:28]1[C:33]([NH2:34])=[CH:32][CH:31]=[CH:30][N:29]=1.C(=O)([O-])[O-].[Cs+].[Cs+].CC1(C)C2C=CC=C(P(C3C=CC=CC=3)C3C=CC=CC=3)C=2OC2C1=CC=CC=2P(C1C=CC=CC=1)C1C=CC=CC=1. (4) Given the product [F:1][C:2]1[C:7]([C:12]2[CH:13]=[C:14]([C:23]3[O:27][N:26]=[C:25]([C:28]4[CH:36]=[CH:35][C:34]5[NH:33][C:32]6[CH:37]([CH2:40][C:41]([OH:43])=[O:42])[CH2:38][CH2:39][C:31]=6[C:30]=5[CH:29]=4)[N:24]=3)[CH:15]=[C:16]([O:18][C:19]([F:20])([F:21])[F:22])[CH:17]=2)=[CH:6][CH:5]=[CH:4][N:3]=1, predict the reactants needed to synthesize it. The reactants are: [F:1][C:2]1[C:7](B(O)O)=[CH:6][CH:5]=[CH:4][N:3]=1.Br[C:12]1[CH:13]=[C:14]([C:23]2[O:27][N:26]=[C:25]([C:28]3[CH:36]=[CH:35][C:34]4[NH:33][C:32]5[CH:37]([CH2:40][C:41]([OH:43])=[O:42])[CH2:38][CH2:39][C:31]=5[C:30]=4[CH:29]=3)[N:24]=2)[CH:15]=[C:16]([O:18][C:19]([F:22])([F:21])[F:20])[CH:17]=1. (5) Given the product [NH:18]1[C:19]2[C:15](=[CH:14][C:13]([NH:12][C:6]3[C:5]4[C:10](=[CH:11][C:2]([O:1][CH2:25][CH2:26][N:27]5[CH2:32][CH2:31][CH2:30][CH2:29][CH2:28]5)=[C:3]([O:22][CH3:23])[CH:4]=4)[N:9]=[CH:8][N:7]=3)=[CH:21][CH:20]=2)[CH:16]=[CH:17]1, predict the reactants needed to synthesize it. The reactants are: [OH:1][C:2]1[CH:11]=[C:10]2[C:5]([C:6]([NH:12][C:13]3[CH:14]=[C:15]4[C:19](=[CH:20][CH:21]=3)[NH:18][CH:17]=[CH:16]4)=[N:7][CH:8]=[N:9]2)=[CH:4][C:3]=1[O:22][CH3:23].O[CH2:25][CH2:26][N:27]1[CH2:32][CH2:31][CH2:30][CH2:29][CH2:28]1.